From a dataset of Forward reaction prediction with 1.9M reactions from USPTO patents (1976-2016). Predict the product of the given reaction. (1) Given the reactants [CH3:1][O:2][CH2:3][C:4]([OH:6])=O.[C:7]([O:11][C:12]([N:14]1[CH2:19][C@H:18]([N:20]([CH:37]([CH3:39])[CH3:38])[C:21](=[O:36])[C:22]2[CH:27]=[CH:26][C:25]([O:28][CH3:29])=[C:24]([O:30][CH2:31][CH2:32][CH2:33][O:34][CH3:35])[CH:23]=2)[CH2:17][CH2:16][C@H:15]1[CH2:40][CH2:41][NH:42][CH:43]1[CH2:45][CH2:44]1)=[O:13])([CH3:10])([CH3:9])[CH3:8], predict the reaction product. The product is: [CH:43]1([N:42]([C:4](=[O:6])[CH2:3][O:2][CH3:1])[CH2:41][CH2:40][C@H:15]2[CH2:16][CH2:17][C@@H:18]([N:20]([CH:37]([CH3:39])[CH3:38])[C:21](=[O:36])[C:22]3[CH:27]=[CH:26][C:25]([O:28][CH3:29])=[C:24]([O:30][CH2:31][CH2:32][CH2:33][O:34][CH3:35])[CH:23]=3)[CH2:19][N:14]2[C:12]([O:11][C:7]([CH3:9])([CH3:8])[CH3:10])=[O:13])[CH2:45][CH2:44]1. (2) Given the reactants [C:1]([C:4]1[N:9]=[C:8]([CH:10]2[CH2:15][CH2:14][N:13](C(OC(C)(C)C)=O)[CH2:12][CH2:11]2)[CH:7]=[CH:6][CH:5]=1)(=[O:3])[NH2:2].[ClH:23].CO.C(Cl)[Cl:27], predict the reaction product. The product is: [ClH:27].[ClH:23].[NH:13]1[CH2:12][CH2:11][CH:10]([C:8]2[N:9]=[C:4]([C:1]([NH2:2])=[O:3])[CH:5]=[CH:6][CH:7]=2)[CH2:15][CH2:14]1. (3) Given the reactants Cl.[Cl:2][C:3]1[CH:4]=[CH:5][C:6]([S:11]([CH2:14][CH3:15])(=[O:13])=[O:12])=[C:7]([CH:10]=1)[CH2:8][NH2:9].[CH3:16][C:17]1[O:18][C:19]([C:25]([F:28])([F:27])[F:26])=[C:20]([C:22](O)=[O:23])[N:21]=1, predict the reaction product. The product is: [Cl:2][C:3]1[CH:4]=[CH:5][C:6]([S:11]([CH2:14][CH3:15])(=[O:13])=[O:12])=[C:7]([CH2:8][NH:9][C:22]([C:20]2[N:21]=[C:17]([CH3:16])[O:18][C:19]=2[C:25]([F:28])([F:26])[F:27])=[O:23])[CH:10]=1. (4) Given the reactants [Cl:1][C:2]1[N:3]=[CH:4][CH:5]=[C:6]2[CH:10]=[C:9]([C:11]([OH:13])=O)[NH:8][C:7]=12.C(N1C=CN=C1)(N1C=CN=C1)=O.[CH2:26]([NH2:33])[C:27]1[CH:32]=[CH:31][CH:30]=[CH:29][CH:28]=1.O, predict the reaction product. The product is: [CH2:26]([NH:33][C:11]([C:9]1[NH:8][C:7]2=[C:2]([Cl:1])[N:3]=[CH:4][CH:5]=[C:6]2[CH:10]=1)=[O:13])[C:27]1[CH:32]=[CH:31][CH:30]=[CH:29][CH:28]=1. (5) Given the reactants [C:1]12([NH2:11])[CH2:10][CH:5]3[CH2:6][CH:7]([CH2:9][CH:3]([CH2:4]3)[CH2:2]1)[CH2:8]2.Cl[CH2:13][C:14]1[N:15]=[C:16]([CH3:19])[S:17][CH:18]=1, predict the reaction product. The product is: [CH3:19][C:16]1[S:17][CH:18]=[C:14]([CH2:13][NH:11][C:1]23[CH2:8][CH:7]4[CH2:6][CH:5]([CH2:4][CH:3]([CH2:9]4)[CH2:2]2)[CH2:10]3)[N:15]=1. (6) Given the reactants [CH3:1][C:2]([P:8]([OH:11])([OH:10])=[O:9])([P:4]([OH:7])([OH:6])=[O:5])[OH:3].[NH2:12][CH2:13][CH2:14]C(O)=O.[C:18]([OH:21])(=[O:20])[CH3:19], predict the reaction product. The product is: [CH2:1]([C:2]([P:8]([OH:11])([OH:10])=[O:9])([P:4]([OH:7])([OH:6])=[O:5])[OH:3])[CH2:13][NH2:12].[NH2:12][CH2:13][CH2:14][CH2:19][C:18]([OH:21])=[O:20].